Dataset: Forward reaction prediction with 1.9M reactions from USPTO patents (1976-2016). Task: Predict the product of the given reaction. (1) Given the reactants [OH:1][N:2]1[CH:6]=[C:5]([Br:7])[CH:4]=[N:3]1.[N:8]1([C:14](Cl)=[O:15])[CH2:13][CH2:12][O:11][CH2:10][CH2:9]1, predict the reaction product. The product is: [Br:7][C:5]1[CH:4]=[N:3][N:2]([O:1][C:14]([N:8]2[CH2:13][CH2:12][O:11][CH2:10][CH2:9]2)=[O:15])[CH:6]=1. (2) Given the reactants [OH:1][C:2]1[CH:7]=[CH:6][CH:5]=[C:4]([OH:8])[C:3]=1[C:9](=[O:11])[CH3:10].C(=O)([O-])[O-].[K+].[K+].Br[CH2:19][C:20]([O:22][CH3:23])=[O:21].O, predict the reaction product. The product is: [OH:1][C:2]1[C:3]([C:9](=[O:11])[CH3:10])=[C:4]([O:8][CH2:19][C:20]([O:22][CH3:23])=[O:21])[CH:5]=[CH:6][CH:7]=1. (3) Given the reactants N#N.[Br:3][C:4]1[N:5]=[C:6]([CH2:9][OH:10])[S:7][CH:8]=1.CCN(CC)CC.[S:18](Cl)([CH3:21])(=[O:20])=[O:19], predict the reaction product. The product is: [CH3:21][S:18]([O:10][CH2:9][C:6]1[S:7][CH:8]=[C:4]([Br:3])[N:5]=1)(=[O:20])=[O:19]. (4) Given the reactants [CH2:1]([C:4]1[C:12]2[C:11]([O:13][CH2:14][CH:15]([CH3:17])[CH3:16])=[N:10][CH:9]=[N:8][C:7]=2[N:6]([S:18]([C:21]2[CH:26]=[CH:25][C:24]([CH3:27])=[CH:23][CH:22]=2)(=[O:20])=[O:19])[CH:5]=1)[CH:2]=[CH2:3].[C:28]([NH2:32])(=[O:31])C=C, predict the reaction product. The product is: [CH2:14]([O:13][C:11]1[C:12]2[C:4]([CH2:1][CH:2]=[CH:3][C:28]([NH2:32])=[O:31])=[CH:5][N:6]([S:18]([C:21]3[CH:26]=[CH:25][C:24]([CH3:27])=[CH:23][CH:22]=3)(=[O:20])=[O:19])[C:7]=2[N:8]=[CH:9][N:10]=1)[CH:15]([CH3:17])[CH3:16]. (5) Given the reactants [CH3:1][O:2][CH2:3][CH2:4][CH2:5][CH:6]1[CH2:11][CH2:10][NH:9][CH2:8][CH2:7]1.Br[CH2:13][C:14]#[N:15], predict the reaction product. The product is: [CH3:1][O:2][CH2:3][CH2:4][CH2:5][CH:6]1[CH2:11][CH2:10][N:9]([CH2:13][C:14]#[N:15])[CH2:8][CH2:7]1. (6) Given the reactants [Br:1][C:2]1[CH:7]=[C:6]([NH:8][CH3:9])[C:5]([NH2:10])=[C:4]([CH3:11])[CH:3]=1.Cl.[N:13]([O-])=O.[Na+].[OH-].[Na+], predict the reaction product. The product is: [Br:1][C:2]1[CH:3]=[C:4]([CH3:11])[C:5]2[N:10]=[N:13][N:8]([CH3:9])[C:6]=2[CH:7]=1.